Dataset: Reaction yield outcomes from USPTO patents with 853,638 reactions. Task: Predict the reaction yield, written as a fraction of the theoretical maximum amount of product (1.0 means a 100% yield; for example, 0.34 means a 34% yield). (1) The reactants are [C:1]([CH:6]1[CH2:11][CH2:10][CH2:9][CH2:8][C:7]1=[O:12])([O:3][CH2:4][CH3:5])=[O:2].[Br:13]Br. The catalyst is C(OCC)C. The product is [Br:13][CH:8]1[CH2:9][CH2:10][CH2:11][CH:6]([C:1]([O:3][CH2:4][CH3:5])=[O:2])[C:7]1=[O:12]. The yield is 1.00. (2) The reactants are [CH3:1][C:2]1[O:6][N:5]=[C:4]([C:7]2[CH:12]=[CH:11][CH:10]=[CH:9][N:8]=2)[C:3]=1[CH2:13][O:14][C:15]1[CH:16]=[CH:17][C:18]([C:21]([OH:23])=O)=[N:19][CH:20]=1.[NH2:24][C:25]([CH3:29])([CH3:28])[CH2:26][OH:27]. No catalyst specified. The product is [OH:27][CH2:26][C:25]([NH:24][C:21]([C:18]1[CH:17]=[CH:16][C:15]([O:14][CH2:13][C:3]2[C:4]([C:7]3[CH:12]=[CH:11][CH:10]=[CH:9][N:8]=3)=[N:5][O:6][C:2]=2[CH3:1])=[CH:20][N:19]=1)=[O:23])([CH3:29])[CH3:28]. The yield is 0.840. (3) The reactants are [F:1][C:2]1[CH:3]=[C:4]([C:10]2[C:15]([C:16]3[CH:21]=[CH:20][C:19]([O:22][CH3:23])=[CH:18][CH:17]=3)=[N:14][NH:13][C:12](=[O:24])[CH:11]=2)[CH:5]=[CH:6][C:7]=1[O:8][CH3:9].[CH2:25](I)[CH:26]([CH3:28])[CH3:27]. No catalyst specified. The product is [F:1][C:2]1[CH:3]=[C:4]([C:10]2[C:15]([C:16]3[CH:17]=[CH:18][C:19]([O:22][CH3:23])=[CH:20][CH:21]=3)=[N:14][N:13]([CH2:25][CH:26]([CH3:28])[CH3:27])[C:12](=[O:24])[CH:11]=2)[CH:5]=[CH:6][C:7]=1[O:8][CH3:9]. The yield is 0.751.